This data is from NCI-60 drug combinations with 297,098 pairs across 59 cell lines. The task is: Regression. Given two drug SMILES strings and cell line genomic features, predict the synergy score measuring deviation from expected non-interaction effect. Drug 1: CN(C)C1=NC(=NC(=N1)N(C)C)N(C)C. Drug 2: CNC(=O)C1=NC=CC(=C1)OC2=CC=C(C=C2)NC(=O)NC3=CC(=C(C=C3)Cl)C(F)(F)F. Cell line: CCRF-CEM. Synergy scores: CSS=42.8, Synergy_ZIP=2.62, Synergy_Bliss=-1.30, Synergy_Loewe=-38.5, Synergy_HSA=-3.89.